This data is from Full USPTO retrosynthesis dataset with 1.9M reactions from patents (1976-2016). The task is: Predict the reactants needed to synthesize the given product. Given the product [OH:3][NH:2][C:9](=[NH:10])[C:11]1[CH:12]=[C:13]2[C:17](=[CH:18][CH:19]=1)[NH:16][C:15]([CH2:20][CH2:21][C:22]([O:24][CH2:25][CH3:26])=[O:23])=[CH:14]2, predict the reactants needed to synthesize it. The reactants are: Cl.[NH2:2][OH:3].C(=O)(O)[O-].[Na+].[C:9]([C:11]1[CH:12]=[C:13]2[C:17](=[CH:18][CH:19]=1)[NH:16][C:15]([CH2:20][CH2:21][C:22]([O:24][CH2:25][CH3:26])=[O:23])=[CH:14]2)#[N:10].